Dataset: Catalyst prediction with 721,799 reactions and 888 catalyst types from USPTO. Task: Predict which catalyst facilitates the given reaction. (1) Reactant: Br[C:2]1[CH:3]=[CH:4][C:5]([Cl:16])=[C:6]2[C:10]=1[NH:9][C:8]([C:11]([O:13][CH2:14][CH3:15])=[O:12])=[CH:7]2.[C:17]1([CH3:26])[CH:22]=[CH:21][CH:20]=[CH:19][C:18]=1B(O)O.[F-].[Cs+]. Product: [Cl:16][C:5]1[CH:4]=[CH:3][C:2]([C:18]2[CH:19]=[CH:20][CH:21]=[CH:22][C:17]=2[CH3:26])=[C:10]2[C:6]=1[CH:7]=[C:8]([C:11]([O:13][CH2:14][CH3:15])=[O:12])[NH:9]2. The catalyst class is: 77. (2) Reactant: [Br:1][C:2]1[CH:3]=[C:4]([C:8]2[O:9][C:10](=[O:19])[CH:11]([C:13]3[CH2:18][CH2:17][CH2:16][CH2:15][N:14]=3)[N:12]=2)[CH:5]=[CH:6][CH:7]=1.O.[OH-].[Li+]. Product: [Br:1][C:2]1[CH:3]=[C:4]([C:8]2[N:14]3[CH2:15][CH2:16][CH2:17][CH2:18][C:13]3=[C:11]([C:10]([OH:9])=[O:19])[N:12]=2)[CH:5]=[CH:6][CH:7]=1. The catalyst class is: 5.